This data is from Peptide-MHC class II binding affinity with 134,281 pairs from IEDB. The task is: Regression. Given a peptide amino acid sequence and an MHC pseudo amino acid sequence, predict their binding affinity value. This is MHC class II binding data. (1) The peptide sequence is VDGRSSYSNRFLADW. The MHC is DRB1_0101 with pseudo-sequence DRB1_0101. The binding affinity (normalized) is 0.232. (2) The peptide sequence is TSVHEIRDFDPDLLG. The MHC is DRB1_0101 with pseudo-sequence DRB1_0101. The binding affinity (normalized) is 0.305.